Task: Predict the reactants needed to synthesize the given product.. Dataset: Full USPTO retrosynthesis dataset with 1.9M reactions from patents (1976-2016) (1) Given the product [Br:21][C:6]1[C:5]2[C:10](=[CH:11][CH:12]=[C:3]([O:2][CH3:1])[CH:4]=2)[N:9]=[C:8]([C:13]2[CH:14]=[N:15][CH:16]=[CH:17][CH:18]=2)[N:7]=1, predict the reactants needed to synthesize it. The reactants are: [CH3:1][O:2][C:3]1[CH:4]=[C:5]2[C:10](=[CH:11][CH:12]=1)[N:9]=[C:8]([C:13]1[CH:14]=[N:15][CH:16]=[CH:17][CH:18]=1)[NH:7][C:6]2=O.P(Br)(Br)[Br:21].ClCCl.CN(C=O)C. (2) Given the product [Cl:19][CH2:20][CH2:21][CH2:22][N:6]1[C:5]2[CH:11]=[CH:12][C:2]([CH3:1])=[CH:3][C:4]=2[O:9][CH2:8][C:7]1=[O:10], predict the reactants needed to synthesize it. The reactants are: [CH3:1][C:2]1[CH:12]=[CH:11][C:5]2[NH:6][C:7](=[O:10])[CH2:8][O:9][C:4]=2[CH:3]=1.C([O-])([O-])=O.[Cs+].[Cs+].[Cl:19][CH2:20][CH2:21][CH2:22]I. (3) Given the product [CH2:2]([C:17]1[CH:22]=[CH:21][CH:20]=[C:19]([O:23][C:25]2[CH:30]=[CH:29][CH:28]=[CH:27][CH:26]=2)[CH:18]=1)[CH2:3][CH2:4][CH2:5][CH2:6][CH2:7][CH2:8][CH2:9][CH2:10][CH2:11][CH2:12][CH2:13][CH2:14][CH2:15][CH3:16], predict the reactants needed to synthesize it. The reactants are: [K].[CH2:2]([C:17]1[CH:18]=[C:19]([OH:23])[CH:20]=[CH:21][CH:22]=1)[CH2:3][CH2:4][CH2:5][CH2:6][CH2:7][CH2:8][CH2:9][CH2:10][CH2:11][CH2:12][CH2:13][CH2:14][CH2:15][CH3:16].Br[C:25]1[CH:30]=[CH:29][CH:28]=[CH:27][CH:26]=1.